Dataset: Full USPTO retrosynthesis dataset with 1.9M reactions from patents (1976-2016). Task: Predict the reactants needed to synthesize the given product. (1) Given the product [O:33]=[C:32]([N:15]1[CH2:16][CH2:17][C@H:13]([O:12][CH2:11][CH2:10][O:9][CH2:8][CH2:7][O:6][CH2:5][CH2:4][O:3][C:2]([F:18])([F:1])[F:19])[CH2:14]1)[C@@H:31]([NH:30][C:28](=[O:29])[O:27][CH2:20][C:21]1[CH:22]=[CH:23][CH:24]=[CH:25][CH:26]=1)[C:35]1[CH:40]=[CH:39][CH:38]=[CH:37][CH:36]=1, predict the reactants needed to synthesize it. The reactants are: [F:1][C:2]([F:19])([F:18])[O:3][CH2:4][CH2:5][O:6][CH2:7][CH2:8][O:9][CH2:10][CH2:11][O:12][C@H:13]1[CH2:17][CH2:16][NH:15][CH2:14]1.[CH2:20]([O:27][C:28]([NH:30][C@@H:31]([C:35]1[CH:40]=[CH:39][CH:38]=[CH:37][CH:36]=1)[C:32](O)=[O:33])=[O:29])[C:21]1[CH:26]=[CH:25][CH:24]=[CH:23][CH:22]=1.C(N(C(C)C)CC)(C)C.F[B-](F)(F)F.N1(OC(N(C)C)=[N+](C)C)C2C=CC=CC=2N=N1. (2) Given the product [CH2:1]([O:8][C:9]([N:11]1[CH2:16][CH2:15][CH:14]([C:17](=[O:26])[NH:18][C:19]2[CH:24]=[C:23]([C:30]3[CH:29]=[C:28]([F:27])[CH:33]=[CH:32][C:31]=3[O:37][CH3:38])[N:22]=[CH:21][N:20]=2)[CH2:13][CH2:12]1)=[O:10])[C:2]1[CH:7]=[CH:6][CH:5]=[CH:4][CH:3]=1, predict the reactants needed to synthesize it. The reactants are: [CH2:1]([O:8][C:9]([N:11]1[CH2:16][CH2:15][CH:14]([C:17](=[O:26])[NH:18][C:19]2[CH:24]=[C:23](Cl)[N:22]=[CH:21][N:20]=2)[CH2:13][CH2:12]1)=[O:10])[C:2]1[CH:7]=[CH:6][CH:5]=[CH:4][CH:3]=1.[F:27][C:28]1[CH:29]=[CH:30][C:31]([O:37][CH3:38])=[C:32](B(O)O)[CH:33]=1.C1(P(C2C=CC=CC=2)C2C=CC=CC=2)C=CC=CC=1.